From a dataset of Forward reaction prediction with 1.9M reactions from USPTO patents (1976-2016). Predict the product of the given reaction. (1) Given the reactants [C:1]([NH:5][C:6]1[N:7]=[C:8](Cl)[CH:9]=[C:10]2[C:15]=1[C:14](=[O:16])[N:13]([CH2:17][CH2:18][OH:19])[CH:12]=[CH:11]2)([CH3:4])([CH3:3])[CH3:2].[NH2:21][C:22]1[CH:27]=[C:26]([C:28]([OH:31])([CH3:30])[CH3:29])[CH:25]=[CH:24][N:23]=1.C([O-])([O-])=O.[Cs+].[Cs+].CC1(C)C2C(=C(P(C3C=CC=CC=3)C3C=CC=CC=3)C=CC=2)OC2C(P(C3C=CC=CC=3)C3C=CC=CC=3)=CC=CC1=2, predict the reaction product. The product is: [C:1]([NH:5][C:6]1[N:7]=[C:8]([NH:21][C:22]2[CH:27]=[C:26]([C:28]([OH:31])([CH3:29])[CH3:30])[CH:25]=[CH:24][N:23]=2)[CH:9]=[C:10]2[C:15]=1[C:14](=[O:16])[N:13]([CH2:17][CH2:18][OH:19])[CH:12]=[CH:11]2)([CH3:4])([CH3:3])[CH3:2]. (2) Given the reactants [F:1][C:2]1[CH:3]=[C:4]([C:14]2[N:15]([C:19]([O:21][C:22]([CH3:25])([CH3:24])[CH3:23])=[O:20])[CH:16]=[CH:17][CH:18]=2)[CH:5]=[C:6]2[C:10]=1[NH:9][C:8](=[O:11])[C:7]2([CH3:13])[CH3:12].ClS([N:30]=[C:31]=O)(=O)=O.CN(C=O)C, predict the reaction product. The product is: [C:31]([C:16]1[N:15]([C:19]([O:21][C:22]([CH3:25])([CH3:24])[CH3:23])=[O:20])[C:14]([C:4]2[CH:5]=[C:6]3[C:10](=[C:2]([F:1])[CH:3]=2)[NH:9][C:8](=[O:11])[C:7]3([CH3:13])[CH3:12])=[CH:18][CH:17]=1)#[N:30]. (3) Given the reactants Br[C:2]1[C:3]([C:8]#[N:9])=[N:4][CH:5]=[CH:6][CH:7]=1.[Br:10][C:11]1[CH:12]=[C:13]([CH:17]=[CH:18][C:19]=1[F:20])[C:14](Cl)=[O:15], predict the reaction product. The product is: [Br:10][C:11]1[CH:12]=[C:13]([CH:17]=[CH:18][C:19]=1[F:20])[C:14]([C:2]1[C:3]([C:8]#[N:9])=[N:4][CH:5]=[CH:6][CH:7]=1)=[O:15]. (4) Given the reactants C[O:2][C:3](=[O:42])[C:4]1[CH:9]=[CH:8][C:7]([O:10][CH2:11][CH2:12][CH2:13][O:14]/[N:15]=[CH:16]/[C:17]2[CH:22]=[CH:21][C:20]([C:23]([CH3:26])([CH3:25])[CH3:24])=[CH:19][CH:18]=2)=[CH:6][C:5]=1[NH:27][C:28]([C:30]1[CH:35]=[CH:34][C:33]([C:36]2[CH:41]=[CH:40][CH:39]=[CH:38][CH:37]=2)=[CH:32][CH:31]=1)=[O:29].[OH-].[K+], predict the reaction product. The product is: [C:33]1([C:36]2[CH:41]=[CH:40][CH:39]=[CH:38][CH:37]=2)[CH:34]=[CH:35][C:30]([C:28]([NH:27][C:5]2[CH:6]=[C:7]([O:10][CH2:11][CH2:12][CH2:13][O:14]/[N:15]=[CH:16]/[C:17]3[CH:18]=[CH:19][C:20]([C:23]([CH3:26])([CH3:24])[CH3:25])=[CH:21][CH:22]=3)[CH:8]=[CH:9][C:4]=2[C:3]([OH:42])=[O:2])=[O:29])=[CH:31][CH:32]=1. (5) Given the reactants [NH:1]=[S:2]1(=[O:15])[CH2:7][CH2:6][N:5]([C:8]([O:10][C:11]([CH3:14])([CH3:13])[CH3:12])=[O:9])[CH2:4][CH2:3]1.[NH2:16][C:17]1[C:25]([C:26]#[C:27][C:28]2[CH:33]=[CH:32][CH:31]=[C:30]([NH:34][C:35](=[O:44])[C:36]3[CH:41]=[C:40]([CH3:42])[CH:39]=[CH:38][C:37]=3[F:43])[CH:29]=2)=[CH:24][C:20]([C:21](O)=[O:22])=[CH:19][N:18]=1, predict the reaction product. The product is: [NH2:16][C:17]1[N:18]=[CH:19][C:20]([C:21]([N:1]=[S:2]2(=[O:15])[CH2:3][CH2:4][N:5]([C:8]([O:10][C:11]([CH3:12])([CH3:14])[CH3:13])=[O:9])[CH2:6][CH2:7]2)=[O:22])=[CH:24][C:25]=1[C:26]#[C:27][C:28]1[CH:33]=[CH:32][CH:31]=[C:30]([NH:34][C:35](=[O:44])[C:36]2[CH:41]=[C:40]([CH3:42])[CH:39]=[CH:38][C:37]=2[F:43])[CH:29]=1. (6) Given the reactants [N:1]1([S:6]([CH2:9][C:10](=[O:12])[CH3:11])(=[O:8])=[O:7])[CH2:5][CH2:4][CH2:3][CH2:2]1.[Cl:13][C:14]1[CH:15]=[C:16]([CH:19]=[CH:20][C:21]=1[Cl:22])[CH:17]=O, predict the reaction product. The product is: [Cl:13][C:14]1[CH:15]=[C:16]([CH:17]=[C:9]([S:6]([N:1]2[CH2:2][CH2:3][CH2:4][CH2:5]2)(=[O:7])=[O:8])[C:10](=[O:12])[CH3:11])[CH:19]=[CH:20][C:21]=1[Cl:22]. (7) Given the reactants [CH3:1][O:2][C:3]1[CH:8]=[CH:7][C:6]([CH:9]=[CH:10][CH2:11][CH2:12][CH2:13][CH2:14][CH2:15][O:16][C:17]2[CH:22]=[CH:21][CH:20]=[CH:19][CH:18]=2)=[CH:5][CH:4]=1, predict the reaction product. The product is: [CH3:1][O:2][C:3]1[CH:8]=[CH:7][C:6]([CH2:9][CH2:10][CH2:11][CH2:12][CH2:13][CH2:14][CH2:15][O:16][C:17]2[CH:18]=[CH:19][CH:20]=[CH:21][CH:22]=2)=[CH:5][CH:4]=1. (8) Given the reactants C(N(CC)CC)C.[Cl:8][C:9]1[CH:14]=[CH:13][C:12]([CH:15]([C:21]2[CH:26]=[CH:25][C:24]([Cl:27])=[CH:23][CH:22]=2)[N:16]2[CH2:19][CH:18]([NH2:20])[CH2:17]2)=[CH:11][CH:10]=1.[N:28]1[CH:33]=[CH:32][CH:31]=[C:30]([S:34](Cl)(=[O:36])=[O:35])[CH:29]=1, predict the reaction product. The product is: [Cl:8][C:9]1[CH:14]=[CH:13][C:12]([CH:15]([C:21]2[CH:26]=[CH:25][C:24]([Cl:27])=[CH:23][CH:22]=2)[N:16]2[CH2:17][CH:18]([NH:20][S:34]([C:30]3[CH:29]=[N:28][CH:33]=[CH:32][CH:31]=3)(=[O:36])=[O:35])[CH2:19]2)=[CH:11][CH:10]=1. (9) Given the reactants [ClH:1].[NH:2]1[C:6]2[CH:7]=[CH:8][CH:9]=[CH:10][C:5]=2[N:4]=[C:3]1[C@H:11]([NH2:21])[CH2:12][C:13]1[CH:18]=[CH:17][C:16]([O:19][CH3:20])=[CH:15][CH:14]=1.[O:22]1[CH2:26][CH2:25][CH2:24][CH:23]1[CH2:27][NH2:28].[C:29](O)(C(F)(F)F)=[O:30], predict the reaction product. The product is: [ClH:1].[NH:2]1[C:6]2[CH:7]=[CH:8][CH:9]=[CH:10][C:5]=2[N:4]=[C:3]1[C@H:11]([NH:21][C:29]([NH:28][CH2:27][CH:23]1[CH2:24][CH2:25][CH2:26][O:22]1)=[O:30])[CH2:12][C:13]1[CH:18]=[CH:17][C:16]([O:19][CH3:20])=[CH:15][CH:14]=1.